This data is from Catalyst prediction with 721,799 reactions and 888 catalyst types from USPTO. The task is: Predict which catalyst facilitates the given reaction. (1) Reactant: CS([C:4]1[N:5]=[N:6][C:7]([C:10]2[CH:15]=[CH:14][CH:13]=[CH:12][CH:11]=2)=[CH:8][N:9]=1)=O.O.[NH2:17][NH2:18]. Product: [NH:17]([C:4]1[N:5]=[N:6][C:7]([C:10]2[CH:15]=[CH:14][CH:13]=[CH:12][CH:11]=2)=[CH:8][N:9]=1)[NH2:18]. The catalyst class is: 7. (2) The catalyst class is: 107. Reactant: [CH:1]1([C:4]2[NH:8][N:7]=[C:6]([NH:9][C:10]3[C:19]4[C:14](=[CH:15][CH:16]=[CH:17][CH:18]=4)[N:13]=[C:12](Cl)[N:11]=3)[CH:5]=2)[CH2:3][CH2:2]1.[CH3:21][CH:22]1[CH2:27][CH2:26][NH:25][CH2:24][CH2:23]1.C(=O)([O-])[O-].[K+].[K+]. Product: [CH:1]1([C:4]2[CH:5]=[C:6]([NH:9][C:10]3[C:19]4[C:14](=[CH:15][CH:16]=[CH:17][CH:18]=4)[N:13]=[C:12]([N:25]4[CH2:26][CH2:27][CH:22]([CH3:21])[CH2:23][CH2:24]4)[N:11]=3)[NH:7][N:8]=2)[CH2:3][CH2:2]1. (3) Reactant: CS(C)=O.C(Cl)(C(Cl)=O)=O.[CH:11]1([C:17](=[O:29])[C:18]([CH3:28])([C:22]2[CH:27]=[CH:26][CH:25]=[CH:24][CH:23]=2)[CH2:19][CH2:20][OH:21])[CH2:16][CH2:15][CH2:14][CH2:13][CH2:12]1.CCN(CC)CC. Product: [CH:11]1([C:17](=[O:29])[C:18]([CH3:28])([C:22]2[CH:23]=[CH:24][CH:25]=[CH:26][CH:27]=2)[CH2:19][CH:20]=[O:21])[CH2:16][CH2:15][CH2:14][CH2:13][CH2:12]1. The catalyst class is: 2. (4) Reactant: [H-].[Na+].[Br:3][C:4]1[CH:10]=[CH:9][C:8]([N+:11]([O-:13])=[O:12])=[CH:7][C:5]=1[NH2:6].Br[CH2:15][C:16]([CH3:18])=[CH2:17].O. Product: [Br:3][C:4]1[CH:10]=[CH:9][C:8]([N+:11]([O-:13])=[O:12])=[CH:7][C:5]=1[NH:6][CH2:17][C:16]([CH3:18])=[CH2:15]. The catalyst class is: 1. (5) Reactant: O1CCCC1.[C:6]([O:10][C:11]([NH:13][CH2:14][C:15]1[CH:20]=[CH:19][C:18]([N:21]2[C:27]3[CH:28]=[CH:29][CH:30]=[CH:31][C:26]=3[N:25]([CH2:32][C:33]3[CH:38]=[CH:37][C:36]([NH:39][S:40]([CH3:43])(=[O:42])=[O:41])=[CH:35][CH:34]=3)[C:24](=[O:44])[CH:23]([CH2:45][C:46]([O:48]C)=[O:47])[C:22]2=[O:50])=[CH:17][CH:16]=1)=[O:12])([CH3:9])([CH3:8])[CH3:7].[OH-].[Na+].S([O-])(O)(=O)=O.[K+]. Product: [C:6]([O:10][C:11]([NH:13][CH2:14][C:15]1[CH:20]=[CH:19][C:18]([N:21]2[C:27]3[CH:28]=[CH:29][CH:30]=[CH:31][C:26]=3[N:25]([CH2:32][C:33]3[CH:34]=[CH:35][C:36]([NH:39][S:40]([CH3:43])(=[O:41])=[O:42])=[CH:37][CH:38]=3)[C:24](=[O:44])[CH:23]([CH2:45][C:46]([OH:48])=[O:47])[C:22]2=[O:50])=[CH:17][CH:16]=1)=[O:12])([CH3:9])([CH3:7])[CH3:8]. The catalyst class is: 72. (6) Reactant: N[C:2]1[CH:3]=[C:4]2[C:8](=[CH:9][CH:10]=1)[NH:7][N:6]=[CH:5]2.Cl.N([O-])=O.[Na+].[I-:16].[K+].[OH-].[Na+].C(=O)(O)[O-].[Na+]. Product: [I:16][C:2]1[CH:3]=[C:4]2[C:8](=[CH:9][CH:10]=1)[NH:7][N:6]=[CH:5]2. The catalyst class is: 6. (7) Reactant: [CH3:1][O:2][C:3]1[CH:36]=[C:35]([O:37][CH3:38])[CH:34]=[CH:33][C:4]=1[CH2:5][N:6]1[C:26]2[C:15]3=[CH:16][C:17]4[CH:18]=[C:19]([CH2:24][OH:25])[N:20]([CH3:23])[C:21]=4[CH:22]=[C:14]3[CH2:13][CH2:12][CH2:11][C:10]=2[C:9]([OH:27])=[C:8]([C:28]([O:30]C)=[O:29])[C:7]1=[O:32].[Li+].[I-].Cl. Product: [CH3:1][O:2][C:3]1[CH:36]=[C:35]([O:37][CH3:38])[CH:34]=[CH:33][C:4]=1[CH2:5][N:6]1[C:26]2[C:15]3=[CH:16][C:17]4[CH:18]=[C:19]([CH2:24][OH:25])[N:20]([CH3:23])[C:21]=4[CH:22]=[C:14]3[CH2:13][CH2:12][CH2:11][C:10]=2[C:9]([OH:27])=[C:8]([C:28]([OH:30])=[O:29])[C:7]1=[O:32]. The catalyst class is: 161.